Dataset: Full USPTO retrosynthesis dataset with 1.9M reactions from patents (1976-2016). Task: Predict the reactants needed to synthesize the given product. (1) The reactants are: [CH3:1][CH:2]1[NH:7][CH2:6][C:5]2[S:8][C:9]([C:11]([O-:13])=O)=[N:10][C:4]=2[CH2:3]1.[Li+].FC(F)(F)C(O)=O.[Cl:22][C:23]1[CH:24]=[C:25]2[C:30](=[CH:31][CH:32]=1)[CH:29]=[C:28]([S:33]([N:36]1[CH2:41][CH2:40][NH:39][CH:38]([C:42](=[O:45])[NH:43][CH3:44])[CH2:37]1)(=[O:35])=[O:34])[CH:27]=[CH:26]2.O.ON1C2C=CC=CC=2N=N1.Cl.CN(CCCN=C=NCC)C. Given the product [ClH:22].[Cl:22][C:23]1[CH:24]=[C:25]2[C:30](=[CH:31][CH:32]=1)[CH:29]=[C:28]([S:33]([N:36]1[CH2:41][CH2:40][N:39]([C:11]([C:9]3[S:8][C:5]4[CH2:6][NH:7][CH:2]([CH3:1])[CH2:3][C:4]=4[N:10]=3)=[O:13])[CH:38]([C:42](=[O:45])[NH:43][CH3:44])[CH2:37]1)(=[O:34])=[O:35])[CH:27]=[CH:26]2, predict the reactants needed to synthesize it. (2) Given the product [C:1]([O:5][C:6](=[O:35])[N:7]([CH2:11][CH2:12][CH2:13][N:14]1[C:22]([CH2:23][C:24]2[C:32]([I:33])=[CH:31][C:27]3[O:28][CH2:29][O:30][C:26]=3[CH:25]=2)=[N:21][C:20]2[C:19](=[O:37])[NH:18][CH:17]=[N:16][C:15]1=2)[CH:8]([CH3:9])[CH3:10])([CH3:4])([CH3:3])[CH3:2], predict the reactants needed to synthesize it. The reactants are: [C:1]([O:5][C:6](=[O:35])[N:7]([CH2:11][CH2:12][CH2:13][N:14]1[C:22]([CH2:23][C:24]2[C:32]([I:33])=[CH:31][C:27]3[O:28][CH2:29][O:30][C:26]=3[CH:25]=2)=[N:21][C:20]2[C:15]1=[N:16][CH:17]=[N:18][C:19]=2N)[CH:8]([CH3:10])[CH3:9])([CH3:4])([CH3:3])[CH3:2].N([O-])=[O:37].[Na+]. (3) The reactants are: [O:1]1[C:5]2([CH2:10][CH2:9][C:8](OS(C(F)(F)F)(=O)=O)=[CH:7][CH2:6]2)[O:4][CH2:3][CH2:2]1.[F:19][C:20]1[C:25](B(O)O)=[CH:24][CH:23]=[CH:22][N:21]=1.C(=O)([O-])[O-].[Na+].[Na+].C(OCC)(=O)C. Given the product [F:19][C:20]1[C:25]([C:8]2[CH2:9][CH2:10][C:5]3([O:1][CH2:2][CH2:3][O:4]3)[CH2:6][CH:7]=2)=[CH:24][CH:23]=[CH:22][N:21]=1, predict the reactants needed to synthesize it. (4) Given the product [C:1]([C:3]1([C:6]2[CH:7]=[C:8]([CH:12]=[CH:13][CH:14]=2)[C:9]([NH:26][C:27]2[CH:28]=[C:29]([O:30][C:31]3[CH:45]=[CH:44][C:34]4[N:35]=[C:36]([NH:38][C:39]([CH:41]5[CH2:43][CH2:42]5)=[O:40])[S:37][C:33]=4[C:32]=3[C:46]#[N:47])[CH:48]=[CH:49][C:50]=2[F:51])=[O:11])[CH2:4][CH2:5]1)#[N:2], predict the reactants needed to synthesize it. The reactants are: [C:1]([C:3]1([C:6]2[CH:7]=[C:8]([CH:12]=[CH:13][CH:14]=2)[C:9]([OH:11])=O)[CH2:5][CH2:4]1)#[N:2].C(Cl)(=O)C(Cl)=O.CN(C)C=O.[NH2:26][C:27]1[CH:28]=[C:29]([CH:48]=[CH:49][C:50]=1[F:51])[O:30][C:31]1[CH:45]=[CH:44][C:34]2[N:35]=[C:36]([NH:38][C:39]([CH:41]3[CH2:43][CH2:42]3)=[O:40])[S:37][C:33]=2[C:32]=1[C:46]#[N:47]. (5) Given the product [NH2:12][C:11]1[C:2]([CH3:1])=[C:3]2[C:8](=[CH:9][C:10]=1[CH3:15])[C:7](=[O:16])[CH2:6][CH2:5][CH2:4]2, predict the reactants needed to synthesize it. The reactants are: [CH3:1][C:2]1[C:11]([N+:12]([O-])=O)=[C:10]([CH3:15])[CH:9]=[C:8]2[C:3]=1[CH2:4][CH2:5][CH2:6][C:7]2=[O:16]. (6) Given the product [F:34][C:2]1([F:1])[CH2:7][CH2:6][CH:5]([CH2:8][C:9]2[N:13]3[C:14]([CH3:29])=[CH:15][C:16]([C:20]([NH:22][CH:23]4[CH2:28][CH2:27][O:26][CH2:25][CH2:24]4)=[O:21])=[C:17]([OH:18])[C:12]3=[N:11][C:10]=2[C:30]([F:31])([F:33])[F:32])[CH2:4][CH2:3]1, predict the reactants needed to synthesize it. The reactants are: [F:1][C:2]1([F:34])[CH2:7][CH2:6][CH:5]([CH2:8][C:9]2[N:13]3[C:14]([CH3:29])=[CH:15][C:16]([C:20]([NH:22][CH:23]4[CH2:28][CH2:27][O:26][CH2:25][CH2:24]4)=[O:21])=[C:17]([O:18]C)[C:12]3=[N:11][C:10]=2[C:30]([F:33])([F:32])[F:31])[CH2:4][CH2:3]1.C(S)CCCCCCCCCCC.CC(C)([O-])C.[K+].[Cl-].[NH4+]. (7) Given the product [CH3:1][O:2][C:3](=[O:12])[CH2:4][C:5]1[CH:10]=[CH:9][C:8]([C:58]2[CH:59]=[CH:60][C:55]([C:52]([CH2:50][CH3:51])([C:71]3[CH:84]=[CH:83][C:74]([O:75][CH2:76][CH:77]([OH:82])[C:78]([CH3:80])([CH3:81])[CH3:79])=[C:73]([CH3:85])[CH:72]=3)[CH2:53][CH3:54])=[CH:56][C:57]=2[CH3:70])=[CH:7][CH:6]=1, predict the reactants needed to synthesize it. The reactants are: [CH3:1][O:2][C:3](=[O:12])[CH2:4][C:5]1[CH:10]=[CH:9][C:8](Br)=[CH:7][CH:6]=1.C1(P(C2CCCCC2)C2C=CC=CC=2C2C(OC)=CC=CC=2OC)CCCCC1.P([O-])([O-])([O-])=O.[K+].[K+].[K+].[CH2:50]([C:52]([C:71]1[CH:84]=[CH:83][C:74]([O:75][CH2:76][CH:77]([OH:82])[C:78]([CH3:81])([CH3:80])[CH3:79])=[C:73]([CH3:85])[CH:72]=1)([C:55]1[CH:60]=[CH:59][C:58](B2OC(C)(C)C(C)(C)O2)=[C:57]([CH3:70])[CH:56]=1)[CH2:53][CH3:54])[CH3:51].C(=O)(O)[O-].[Na+].